From a dataset of Reaction yield outcomes from USPTO patents with 853,638 reactions. Predict the reaction yield, written as a fraction of the theoretical maximum amount of product (1.0 means a 100% yield; for example, 0.34 means a 34% yield). (1) The yield is 0.730. The product is [CH3:16][C:17]([CH3:28])([CH3:27])[C:18]([NH:1][C:2]1[NH:3][C:4](=[O:15])[C:5]2[C:13]3[C:8](=[CH:9][CH:10]=[CH:11][CH:12]=3)[NH:7][C:6]=2[N:14]=1)=[O:19]. The catalyst is CN(C1C=CN=CC=1)C.CN(C=O)C.CO. The reactants are [NH2:1][C:2]1[NH:3][C:4](=[O:15])[C:5]2[C:13]3[C:8](=[CH:9][CH:10]=[CH:11][CH:12]=3)[NH:7][C:6]=2[N:14]=1.[CH3:16][C:17]([CH3:28])([CH3:27])[C:18](O[C:18](=[O:19])[C:17]([CH3:28])([CH3:27])[CH3:16])=[O:19].C(N(CC)CC)C.C(Cl)(Cl)Cl. (2) The reactants are [O:1]=[C:2]1[NH:7][C:6]2[CH:8]=[C:9]([CH2:12][N:13]3[CH2:18][CH2:17][N:16]([C:19]4[CH:29]=[CH:28][C:22]([C:23]([O:25]CC)=[O:24])=[CH:21][CH:20]=4)[CH2:15][CH2:14]3)[CH:10]=[N:11][C:5]=2[N:4]2[CH2:30][CH2:31][CH2:32][C@@H:3]12.[Li+].[OH-]. The catalyst is O1CCOCC1. The product is [O:1]=[C:2]1[NH:7][C:6]2[CH:8]=[C:9]([CH2:12][N:13]3[CH2:14][CH2:15][N:16]([C:19]4[CH:29]=[CH:28][C:22]([C:23]([OH:25])=[O:24])=[CH:21][CH:20]=4)[CH2:17][CH2:18]3)[CH:10]=[N:11][C:5]=2[N:4]2[CH2:30][CH2:31][CH2:32][C@@H:3]12. The yield is 0.860. (3) The reactants are [F:1][C:2]1[CH:7]=[CH:6][C:5]([OH:8])=[CH:4][CH:3]=1.[Br:9][CH2:10][CH2:11][CH2:12]Br.C([O-])([O-])=O.[Cs+].[Cs+]. The catalyst is C(#N)C. The product is [F:1][C:2]1[CH:7]=[CH:6][C:5]([O:8][CH2:12][CH2:11][CH2:10][Br:9])=[CH:4][CH:3]=1. The yield is 0.147. (4) The reactants are [O:1]=[C:2]([CH3:8])[CH2:3][CH2:4][CH2:5][C:6]#[N:7].[Cl-].[Ce+3].[Cl-].[Cl-].[CH:13]1([Mg]Cl)[CH2:17][CH2:16][CH2:15][CH2:14]1.Cl. The catalyst is C1COCC1. The product is [CH:13]1([C:2]([OH:1])([CH3:8])[CH2:3][CH2:4][CH2:5][C:6]#[N:7])[CH2:17][CH2:16][CH2:15][CH2:14]1. The yield is 0.600. (5) The reactants are [CH3:1][O:2][C:3]([C:5]1[NH:6][C:7]2[C:12]([CH:13]=1)=[CH:11][C:10]([CH3:14])=[CH:9][C:8]=2[N+:15]([O-:17])=[O:16])=O.[NH2:18][NH2:19]. The catalyst is CO. The product is [CH3:14][C:10]1[CH:11]=[C:12]2[C:7](=[C:8]([N+:15]([O-:17])=[O:16])[CH:9]=1)[NH:6][C:5]([C:3]1[O:2][CH:1]=[N:18][N:19]=1)=[CH:13]2. The yield is 0.200. (6) The yield is 0.810. The reactants are [CH:1]1([NH:4][C:5]2[CH:10]=[CH:9][CH:8]=[C:7]([O:11][CH3:12])[CH:6]=2)[CH2:3][CH2:2]1.[OH-].[K+].[Cl:15][CH2:16][C:17](Cl)=[O:18]. The product is [Cl:15][CH2:16][C:17]([N:4]([CH:1]1[CH2:3][CH2:2]1)[C:5]1[CH:10]=[CH:9][CH:8]=[C:7]([O:11][CH3:12])[CH:6]=1)=[O:18]. The catalyst is CCOC(C)=O. (7) The reactants are CO[C:3](=[O:15])[C:4]1[C:9]([N+:10]([O-:12])=[O:11])=[CH:8][CH:7]=[CH:6][C:5]=1[CH2:13]Br.[CH2:16]([O:18][C:19]1[CH:20]=[C:21]([C@H:27]([NH2:33])[CH2:28][S:29]([CH3:32])(=[O:31])=[O:30])[CH:22]=[CH:23][C:24]=1[O:25][CH3:26])[CH3:17].C(N(CC)CC)C. The catalyst is CN(C=O)C.CCOCC. The product is [CH2:16]([O:18][C:19]1[CH:20]=[C:21]([C@H:27]([N:33]2[CH2:13][C:5]3[C:4](=[C:9]([N+:10]([O-:12])=[O:11])[CH:8]=[CH:7][CH:6]=3)[C:3]2=[O:15])[CH2:28][S:29]([CH3:32])(=[O:31])=[O:30])[CH:22]=[CH:23][C:24]=1[O:25][CH3:26])[CH3:17]. The yield is 0.540.